The task is: Predict which catalyst facilitates the given reaction.. This data is from Catalyst prediction with 721,799 reactions and 888 catalyst types from USPTO. (1) Reactant: [C@@H:1]([N:5]1[C:13]2[CH:12]=[C:11]([Cl:14])[N:10]=[CH:9][C:8]=2[C:7](I)=[N:6]1)([CH2:3][CH3:4])[CH3:2].C(O)(=O)C(O)=O.[CH2:22]1[C:25]2([CH2:28][NH:27][CH2:26]2)[CH2:24][O:23]1.C1(P(C2C=CC=CC=2)C2C3OC4C(=CC=CC=4P(C4C=CC=CC=4)C4C=CC=CC=4)C(C)(C)C=3C=CC=2)C=CC=CC=1.C(=O)([O-])[O-].[Cs+].[Cs+]. Product: [C@@H:1]([N:5]1[C:13]2[CH:12]=[C:11]([Cl:14])[N:10]=[CH:9][C:8]=2[C:7]([N:27]2[CH2:28][C:25]3([CH2:22][O:23][CH2:24]3)[CH2:26]2)=[N:6]1)([CH2:3][CH3:4])[CH3:2]. The catalyst class is: 102. (2) Reactant: [CH3:1][C:2]1[CH:3]=[CH:4][C:5]([N:8]([CH:16]2[CH2:21][CH2:20][N:19]([CH2:22][CH2:23][C:24]3([CH2:30][C:31]([OH:33])=O)[CH2:29][CH2:28][CH2:27][CH2:26][CH2:25]3)[CH2:18][CH2:17]2)[C:9]([C:11]2[O:12][CH:13]=[CH:14][CH:15]=2)=[O:10])=[N:6][CH:7]=1.[Cl-].[NH4+].F[P-](F)(F)(F)(F)F.[N:43]1(O[P+](N2CCCC2)(N2CCCC2)N2CCCC2)C2C=CC=CC=2N=N1.O.ON1C2C=CC=CC=2N=N1.C(=O)(O)[O-].[Na+]. Product: [C:31]([CH2:30][C:24]1([CH2:23][CH2:22][N:19]2[CH2:18][CH2:17][CH:16]([N:8]([C:5]3[CH:4]=[CH:3][C:2]([CH3:1])=[CH:7][N:6]=3)[C:9]([C:11]3[O:12][CH:13]=[CH:14][CH:15]=3)=[O:10])[CH2:21][CH2:20]2)[CH2:25][CH2:26][CH2:27][CH2:28][CH2:29]1)(=[O:33])[NH2:43]. The catalyst class is: 9. (3) Reactant: C[O:2][C:3](=[O:29])[CH2:4][N:5]1[C:14]2[C:9](=[CH:10][CH:11]=[CH:12][CH:13]=2)[CH2:8][C@@H:7]([NH:15][C:16]([C:18]2[NH:27][C:21]3=[CH:22][N:23]=[C:24]([Cl:26])[CH:25]=[C:20]3[CH:19]=2)=[O:17])[C:6]1=[O:28].[Li+].[OH-]. Product: [Cl:26][C:24]1[CH:25]=[C:20]2[CH:19]=[C:18]([C:16]([NH:15][C@@H:7]3[CH2:8][C:9]4[C:14](=[CH:13][CH:12]=[CH:11][CH:10]=4)[N:5]([CH2:4][C:3]([OH:29])=[O:2])[C:6]3=[O:28])=[O:17])[NH:27][C:21]2=[CH:22][N:23]=1. The catalyst class is: 1.